This data is from Forward reaction prediction with 1.9M reactions from USPTO patents (1976-2016). The task is: Predict the product of the given reaction. Given the reactants C[O:2][C:3]1[CH:11]=[C:10]([N+:12]([O-:14])=[O:13])[CH:9]=[CH:8][C:4]=1[C:5]([OH:7])=[O:6].Br, predict the reaction product. The product is: [OH:2][C:3]1[CH:11]=[C:10]([N+:12]([O-:14])=[O:13])[CH:9]=[CH:8][C:4]=1[C:5]([OH:7])=[O:6].